From a dataset of Catalyst prediction with 721,799 reactions and 888 catalyst types from USPTO. Predict which catalyst facilitates the given reaction. Reactant: Br[C:2]1[CH:3]=[C:4]([CH:20]=[CH:21][CH:22]=1)[CH2:5][C:6]1[CH:19]=[C:9]2[NH:10][C:11](=[O:18])[C:12]3[C:17]([N:8]2[N:7]=1)=[CH:16][CH:15]=[CH:14][CH:13]=3.[C:23]([Zn]C#N)#[N:24]. Product: [O:18]=[C:11]1[C:12]2[C:17](=[CH:16][CH:15]=[CH:14][CH:13]=2)[N:8]2[N:7]=[C:6]([CH2:5][C:4]3[CH:3]=[C:2]([CH:22]=[CH:21][CH:20]=3)[C:23]#[N:24])[CH:19]=[C:9]2[NH:10]1. The catalyst class is: 128.